The task is: Predict the reactants needed to synthesize the given product.. This data is from Full USPTO retrosynthesis dataset with 1.9M reactions from patents (1976-2016). (1) Given the product [CH2:48]([CH:55]1[CH2:13][CH2:12][N:11]([C:6]2[C:5]([Br:26])=[CH:4][N:3]=[C:2]([NH2:1])[C:7]=2[N+:8]([O-:10])=[O:9])[CH2:16][CH2:15]1)[C:49]1[CH:54]=[CH:53][CH:52]=[CH:51][CH:50]=1, predict the reactants needed to synthesize it. The reactants are: [NH2:1][C:2]1[C:7]([N+:8]([O-:10])=[O:9])=[C:6]([N:11]2[CH2:16][CH2:15]N(CC(NC3SC=CN=3)=O)[CH2:13][CH2:12]2)[C:5]([Br:26])=[CH:4][N:3]=1.BrC1C(Cl)=C([N+]([O-])=O)C(N)=NC=1.CCN(C(C)C)C(C)C.[CH2:48]([CH:55]1CCNCC1)[C:49]1[CH:54]=[CH:53][CH:52]=[CH:51][CH:50]=1. (2) Given the product [Cl:32][C:17]1[CH:16]=[N:15][CH:14]=[C:13]([Cl:12])[C:18]=1/[CH:19]=[C:20](\[O:21][C:8](=[O:9])[C@@H:7]([C:1]1[CH:6]=[CH:5][CH:4]=[CH:3][CH:2]=1)[CH3:11])/[C:22]1[CH:27]=[CH:26][C:25]([O:28][CH3:29])=[C:24]([O:30][CH3:31])[CH:23]=1, predict the reactants needed to synthesize it. The reactants are: [C:1]1([C@@H:7]([CH3:11])[C:8](Cl)=[O:9])[CH:6]=[CH:5][CH:4]=[CH:3][CH:2]=1.[Cl:12][C:13]1[CH:14]=[N:15][CH:16]=[C:17]([Cl:32])[C:18]=1[CH2:19][C:20]([C:22]1[CH:27]=[CH:26][C:25]([O:28][CH3:29])=[C:24]([O:30][CH3:31])[CH:23]=1)=[O:21]. (3) The reactants are: [CH3:1][C:2]1[CH:3]=[C:4]2[C:12](=[CH:13][CH:14]=1)[NH:11][C:10]1[CH:9]([NH:15][C@H:16]([C:18]3[CH:23]=[CH:22][CH:21]=[CH:20][CH:19]=3)[CH3:17])[CH2:8][CH2:7][CH2:6][C:5]2=1.[ClH:24]. Given the product [ClH:24].[CH3:1][C:2]1[CH:3]=[C:4]2[C:12](=[CH:13][CH:14]=1)[NH:11][C:10]1[C@H:9]([NH:15][C@H:16]([C:18]3[CH:19]=[CH:20][CH:21]=[CH:22][CH:23]=3)[CH3:17])[CH2:8][CH2:7][CH2:6][C:5]2=1, predict the reactants needed to synthesize it. (4) The reactants are: [CH2:1]([C:3]1[CH:8]=[CH:7][C:6]([CH:9]2[CH2:14][N:13]([C:15]([N:17]3[CH2:22][CH2:21][O:20][CH2:19][CH2:18]3)=[O:16])[CH2:12][CH:11]([C:23]([OH:25])=O)[CH2:10]2)=[CH:5][CH:4]=1)[CH3:2].[Cl:26][C:27]1[CH:32]=[CH:31][C:30]([C:33](=[NH:36])[NH:34]O)=[CH:29][CH:28]=1. Given the product [CH2:1]([C:3]1[CH:8]=[CH:7][C:6]([CH:9]2[CH2:10][CH:11]([C:23]3[O:25][N:36]=[C:33]([C:30]4[CH:31]=[CH:32][C:27]([Cl:26])=[CH:28][CH:29]=4)[N:34]=3)[CH2:12][N:13]([C:15]([N:17]3[CH2:22][CH2:21][O:20][CH2:19][CH2:18]3)=[O:16])[CH2:14]2)=[CH:5][CH:4]=1)[CH3:2], predict the reactants needed to synthesize it. (5) Given the product [CH2:1]([O:8][CH2:9][CH2:10][CH2:11][O:12][C:13]1[CH:14]=[CH:15][C:16]([CH:19]2[CH:24]([O:25][CH2:26][C:27]3[CH:36]=[CH:35][C:34]4[C:29](=[CH:30][CH:31]=[CH:32][CH:33]=4)[CH:28]=3)[CH2:23][N:22]([C:37]([O:39][C:2]([CH3:7])([CH3:3])[CH3:1])=[O:38])[CH2:21][CH:20]2[CH2:40][O:41][C:42](=[O:45])[NH:52][CH2:53][CH2:54][CH2:55][N:56]2[CH2:57][CH2:58][N:59]([CH3:62])[CH2:60][CH2:61]2)=[CH:17][CH:18]=1)[C:2]1[CH:3]=[CH:4][CH:5]=[CH:6][CH:7]=1, predict the reactants needed to synthesize it. The reactants are: [CH2:1]([O:8][CH2:9][CH2:10][CH2:11][O:12][C:13]1[CH:18]=[CH:17][C:16]([CH:19]2[CH:24]([O:25][CH2:26][C:27]3[CH:36]=[CH:35][C:34]4[C:29](=[CH:30][CH:31]=[CH:32][CH:33]=4)[CH:28]=3)[CH2:23][N:22]([C:37]([O-:39])=[O:38])[CH2:21][CH:20]2[CH2:40][OH:41])=[CH:15][CH:14]=1)[C:2]1[CH:7]=[CH:6][CH:5]=[CH:4][CH:3]=1.[C:42](=[O:45])([O-])[O-].[Li+].[Li+].C(Cl)(Cl)=O.[NH2:52][CH2:53][CH2:54][CH2:55][N:56]1[CH2:61][CH2:60][N:59]([CH3:62])[CH2:58][CH2:57]1. (6) Given the product [Cl:17][C:11]1[C:12](=[O:13])[N:8]([C:5]2[CH:4]=[CH:3][C:2]([Cl:1])=[CH:7][CH:6]=2)[N:9]([CH2:15][CH3:16])[C:10]=1[CH3:14], predict the reactants needed to synthesize it. The reactants are: [Cl:1][C:2]1[CH:7]=[CH:6][C:5]([N:8]2[C:12](=[O:13])[CH:11]=[C:10]([CH3:14])[N:9]2[CH2:15][CH3:16])=[CH:4][CH:3]=1.[Cl:17]N1C(=O)CCC1=O.